From a dataset of Forward reaction prediction with 1.9M reactions from USPTO patents (1976-2016). Predict the product of the given reaction. (1) Given the reactants [C:1]([C:3]1[CH:10]=[CH:9][C:6]([C:7]#[N:8])=[CH:5][CH:4]=1)#[CH:2].[Cl:11][C:12]1[CH:17]=[CH:16][C:15](I)=[CH:14][CH:13]=1.N1CCC[C@H]1C(O)=O.O=C1O[C@H]([C@H](CO)O)C(O)=C1O.[N-:39]=[N+:40]=[N-:41].[Na+].[O-]S([O-])(=O)=O.[Na+].[Na+], predict the reaction product. The product is: [Cl:11][C:12]1[CH:17]=[CH:16][C:15]([N:39]2[CH:2]=[C:1]([C:3]3[CH:10]=[CH:9][C:6]([C:7]#[N:8])=[CH:5][CH:4]=3)[N:41]=[N:40]2)=[CH:14][CH:13]=1. (2) Given the reactants C(NC(C)C)(C)C.[Li]CCCC.[C:13]([C:17]1[CH:25]=[CH:24][C:20]([C:21]([OH:23])=[O:22])=[C:19]([CH3:26])[CH:18]=1)([CH3:16])([CH3:15])[CH3:14].C[O:28][C:29](=O)[O:30]C, predict the reaction product. The product is: [C:13]([C:17]1[CH:25]=[CH:24][C:20]([C:21]([OH:23])=[O:22])=[C:19]([CH2:26][C:29]([OH:30])=[O:28])[CH:18]=1)([CH3:16])([CH3:15])[CH3:14]. (3) Given the reactants [CH3:1][C:2]([CH2:17][CH2:18][CH:19]=[C:20]([CH3:32])[CH2:21][CH2:22][CH:23]=[C:24]([CH3:31])[CH2:25][CH2:26][CH:27]=[C:28]([CH3:30])[CH3:29])=[CH:3][CH2:4][CH2:5][C:6]([O:8][CH2:9][C:10]([CH2:15][OH:16])([CH2:13][OH:14])[CH2:11][OH:12])=[O:7], predict the reaction product. The product is: [CH3:1][C:2]([CH2:17][CH2:18][CH:19]=[C:20]([CH3:32])[CH2:21][CH2:22][CH:23]=[C:24]([CH3:31])[CH2:25][CH2:26][CH:27]=[C:28]([CH3:30])[CH3:29])=[CH:3][CH2:4][CH2:5][C:6]([O:8][CH2:9][C:10]([CH2:13][OH:14])([CH2:11][OH:12])[CH2:15][OH:16])=[O:7].[OH2:7]. (4) Given the reactants [NH2:1][C:2]1[C:9]([C:10]([F:13])([F:12])[F:11])=[CH:8][C:5]([C:6]#[N:7])=[CH:4][C:3]=1[I:14].CO, predict the reaction product. The product is: [NH2:7][CH2:6][C:5]1[CH:8]=[C:9]([C:10]([F:12])([F:13])[F:11])[C:2]([NH2:1])=[C:3]([I:14])[CH:4]=1. (5) Given the reactants [CH3:1][N:2]1[CH:6]=[C:5]([CH3:7])[C:4]([C:8]([OH:10])=O)=[N:3]1.O1CCCC1.C(Cl)(=O)C(Cl)=O.[NH2:22][C:23]1[CH:24]=[C:25]([CH:42]=[CH:43][CH:44]=1)[O:26][C:27]1[CH:28]=[CH:29][C:30]2[N:31]([N:33]=[C:34]([NH:36][C:37]([CH:39]3[CH2:41][CH2:40]3)=[O:38])[N:35]=2)[CH:32]=1, predict the reaction product. The product is: [CH:39]1([C:37]([NH:36][C:34]2[N:35]=[C:30]3[CH:29]=[CH:28][C:27]([O:26][C:25]4[CH:24]=[C:23]([NH:22][C:8]([C:4]5[C:5]([CH3:7])=[CH:6][N:2]([CH3:1])[N:3]=5)=[O:10])[CH:44]=[CH:43][CH:42]=4)=[CH:32][N:31]3[N:33]=2)=[O:38])[CH2:40][CH2:41]1.